Dataset: Forward reaction prediction with 1.9M reactions from USPTO patents (1976-2016). Task: Predict the product of the given reaction. (1) Given the reactants [C:1]([O:5][C:6](=[O:20])[C:7]([S:10][C:11]1[S:12][CH:13]=[C:14]([CH2:16][C:17]([OH:19])=O)[N:15]=1)([CH3:9])[CH3:8])([CH3:4])([CH3:3])[CH3:2].[CH2:21]([NH2:28])[CH2:22][CH2:23][CH2:24][CH2:25][CH2:26][CH3:27].CN(C)CCCN=C=NCC.OC1C2N=NNC=2C=CC=1, predict the reaction product. The product is: [C:1]([O:5][C:6](=[O:20])[C:7]([S:10][C:11]1[S:12][CH:13]=[C:14]([CH2:16][C:17]([NH:28][CH2:21][CH2:22][CH2:23][CH2:24][CH2:25][CH2:26][CH3:27])=[O:19])[N:15]=1)([CH3:8])[CH3:9])([CH3:2])([CH3:3])[CH3:4]. (2) Given the reactants [F:1][C:2]1[C:3]([NH:13][C:14]2[CH:19]=[CH:18][C:17]([I:20])=[CH:16][C:15]=2[F:21])=[C:4]([CH:9]=[CH:10][C:11]=1[F:12])[C:5]([NH:7][NH2:8])=[O:6].C(O[C:25](OCC)(OCC)[CH2:26][CH3:27])C.CS(O)(=O)=O.O, predict the reaction product. The product is: [CH2:26]([C:27]1[O:6][C:5]([C:4]2[C:3]([NH:13][C:14]3[CH:19]=[CH:18][C:17]([I:20])=[CH:16][C:15]=3[F:21])=[C:2]([F:1])[C:11]([F:12])=[CH:10][CH:9]=2)=[N:7][N:8]=1)[CH3:25].